This data is from Full USPTO retrosynthesis dataset with 1.9M reactions from patents (1976-2016). The task is: Predict the reactants needed to synthesize the given product. (1) Given the product [Si:26]([O:16][CH:8]([C:4]1[CH:5]=[CH:6][CH:7]=[C:2]([Cl:1])[CH:3]=1)[C:9]1[CH:10]=[C:11]([CH:14]=[O:15])[O:12][CH:13]=1)([C:23]([CH3:25])([CH3:24])[CH3:22])([CH3:28])[CH3:27], predict the reactants needed to synthesize it. The reactants are: [Cl:1][C:2]1[CH:3]=[C:4]([CH:8]([OH:16])[C:9]2[CH:10]=[C:11]([CH:14]=[O:15])[O:12][CH:13]=2)[CH:5]=[CH:6][CH:7]=1.N1C=CN=C1.[CH3:22][C:23]([Si:26](Cl)([CH3:28])[CH3:27])([CH3:25])[CH3:24].C([O-])(O)=O.[Na+]. (2) Given the product [N+:12]([O-:15])([OH:14])=[O:13].[CH3:1][C:2]1[CH:8]=[CH:7][C:6]([N+:9]([O-:11])=[O:10])=[CH:5][C:3]=1[NH:4][C:17]([NH2:18])=[NH:16], predict the reactants needed to synthesize it. The reactants are: [CH3:1][C:2]1[CH:8]=[CH:7][C:6]([N+:9]([O-:11])=[O:10])=[CH:5][C:3]=1[NH2:4].[N+:12]([O-:15])([OH:14])=[O:13].[N:16]#[C:17][NH2:18].C(OCC)C. (3) The reactants are: Br[C:2]1[CH:7]=[CH:6][C:5]([C:8]2[N:9]=[C:10]([N:18]3[CH2:23][CH2:22][N:21]([CH2:24][CH3:25])[CH2:20][CH2:19]3)[C:11]3[C:16]([CH:17]=2)=[CH:15][CH:14]=[CH:13][CH:12]=3)=[CH:4][CH:3]=1.[Li]CCCC.[O:31]1[CH2:36][CH2:35][C:34](=[O:37])[CH2:33][CH2:32]1.[Cl-].[NH4+]. Given the product [CH2:24]([N:21]1[CH2:22][CH2:23][N:18]([C:10]2[C:11]3[C:16](=[CH:15][CH:14]=[CH:13][CH:12]=3)[CH:17]=[C:8]([C:5]3[CH:4]=[CH:3][C:2]([C:34]4([OH:37])[CH2:35][CH2:36][O:31][CH2:32][CH2:33]4)=[CH:7][CH:6]=3)[N:9]=2)[CH2:19][CH2:20]1)[CH3:25], predict the reactants needed to synthesize it. (4) Given the product [F:1][C:2]1[CH:3]=[C:4]([CH:14]([NH:16][C:17]([C:19]2[N:20]=[C:21]([O:35][C:34]3[C:28]4[O:27][C:26]([CH3:36])([CH3:25])[CH2:30][C:29]=4[CH:31]=[CH:32][CH:33]=3)[O:22][CH:23]=2)=[O:18])[CH3:15])[CH:5]=[C:6]([F:13])[C:7]=1[NH:8][S:9]([CH3:12])(=[O:11])=[O:10], predict the reactants needed to synthesize it. The reactants are: [F:1][C:2]1[CH:3]=[C:4]([CH:14]([NH:16][C:17]([C:19]2[N:20]=[C:21](Cl)[O:22][CH:23]=2)=[O:18])[CH3:15])[CH:5]=[C:6]([F:13])[C:7]=1[NH:8][S:9]([CH3:12])(=[O:11])=[O:10].[CH3:25][C:26]1([CH3:36])[CH2:30][C:29]2[CH:31]=[CH:32][CH:33]=[C:34]([OH:35])[C:28]=2[O:27]1. (5) Given the product [CH3:8][O:9][C:10](=[O:36])[C@@H:11]([NH:28][C:29](=[O:30])[C:6]1[C:5]([Cl:7])=[CH:13][CH:12]=[CH:11][C:10]=1[Cl:37])[CH2:12][C:13]1[CH:18]=[CH:17][C:16]([N:19]2[C:24](=[O:25])[CH:23]=[CH:22][N:21]([CH3:26])[C:20]2=[O:27])=[CH:15][CH:14]=1, predict the reactants needed to synthesize it. The reactants are: O1[CH2:6][CH2:5]OCC1.[ClH:7].[CH3:8][O:9][C:10](=[O:36])[C@@H:11]([NH:28][C:29](OC(C)(C)C)=[O:30])[CH2:12][C:13]1[CH:18]=[CH:17][C:16]([N:19]2[C:24](=[O:25])[CH:23]=[CH:22][N:21]([CH3:26])[C:20]2=[O:27])=[CH:15][CH:14]=1.[Cl-:37]. (6) Given the product [C:1]([N:17]1[CH2:18][CH2:19][CH2:20][N:14]([CH3:13])[CH2:15][CH2:16]1)(=[O:12])/[CH:2]=[CH:3]/[CH2:4][CH2:5][CH2:6][CH2:7][CH2:8][CH2:9][CH3:10], predict the reactants needed to synthesize it. The reactants are: [C:1]([OH:12])(=O)/[CH:2]=[CH:3]/[CH2:4][CH2:5][CH2:6][CH2:7][CH2:8][CH2:9][CH3:10].[CH3:13][N:14]1[CH2:20][CH2:19][CH2:18][NH:17][CH2:16][CH2:15]1.